Dataset: Forward reaction prediction with 1.9M reactions from USPTO patents (1976-2016). Task: Predict the product of the given reaction. (1) Given the reactants [CH2:1]([NH:3][C:4]([NH:6][C:7]1[CH:12]=[CH:11][C:10]([C:13]2[N:14]=[C:15]([N:24]3[CH2:29][CH2:28][O:27][CH2:26][C@@H:25]3[CH3:30])[C:16]3[CH2:17][CH2:18][NH:19][CH2:20][CH2:21][C:22]=3[N:23]=2)=[CH:9][CH:8]=1)=[O:5])[CH3:2].O1CCOCC1.C(N(CC)C(C)C)(C)C.[CH3:46][S:47](Cl)(=[O:49])=[O:48], predict the reaction product. The product is: [CH2:1]([NH:3][C:4]([NH:6][C:7]1[CH:12]=[CH:11][C:10]([C:13]2[N:14]=[C:15]([N:24]3[CH2:29][CH2:28][O:27][CH2:26][C@@H:25]3[CH3:30])[C:16]3[CH2:17][CH2:18][N:19]([S:47]([CH3:46])(=[O:49])=[O:48])[CH2:20][CH2:21][C:22]=3[N:23]=2)=[CH:9][CH:8]=1)=[O:5])[CH3:2]. (2) The product is: [F:21][C:22]1[CH:29]=[CH:28][C:25]([CH2:26][NH:27][C:14]([C:9]2[N:8]=[C:7]3[N:6]([C:11](=[O:12])[C:10]=2[OH:13])[CH2:5][C:4](=[O:19])[N:3]([CH3:20])[N:2]3[CH3:1])=[O:16])=[CH:24][CH:23]=1. Given the reactants [CH3:1][N:2]1[C:7]2=[N:8][C:9]([C:14]([O:16]CC)=O)=[C:10]([OH:13])[C:11](=[O:12])[N:6]2[CH2:5][C:4](=[O:19])[N:3]1[CH3:20].[F:21][C:22]1[CH:29]=[CH:28][C:25]([CH2:26][NH2:27])=[CH:24][CH:23]=1, predict the reaction product.